This data is from Catalyst prediction with 721,799 reactions and 888 catalyst types from USPTO. The task is: Predict which catalyst facilitates the given reaction. (1) Reactant: [F:1][CH2:2][CH2:3]I.C(=O)([O-])[O-].[K+].[K+].[C:11]([O:15][C:16]([NH:18][C@H:19]([C:37]([O:39][C:40]([CH3:43])([CH3:42])[CH3:41])=[O:38])[CH2:20][C@H:21]([CH2:29][C:30]1[CH:35]=[CH:34][C:33]([OH:36])=[CH:32][N:31]=1)[C:22]([O:24][C:25]([CH3:28])([CH3:27])[CH3:26])=[O:23])=[O:17])([CH3:14])([CH3:13])[CH3:12]. Product: [C:11]([O:15][C:16]([NH:18][C@H:19]([C:37]([O:39][C:40]([CH3:43])([CH3:42])[CH3:41])=[O:38])[CH2:20][C@H:21]([CH2:29][C:30]1[CH:35]=[CH:34][C:33]([O:36][CH2:3][CH2:2][F:1])=[CH:32][N:31]=1)[C:22]([O:24][C:25]([CH3:27])([CH3:26])[CH3:28])=[O:23])=[O:17])([CH3:12])([CH3:13])[CH3:14]. The catalyst class is: 9. (2) Reactant: [NH:1]1[CH2:6][CH2:5][CH2:4][CH2:3][C@@H:2]1[C:7]([NH:9][C:10]1([C:13]2[CH:22]=[CH:21][C:16]([C:17]([O:19][CH3:20])=[O:18])=[CH:15][CH:14]=2)[CH2:12][CH2:11]1)=[O:8].[F:23][C:24]1[CH:31]=[CH:30][C:27]([CH:28]=O)=[CH:26][C:25]=1[CH3:32].[BH-](OC(C)=O)(OC(C)=O)OC(C)=O.[Na+].CC(O)=O. Product: [F:23][C:24]1[CH:31]=[CH:30][C:27]([CH2:28][N:1]2[CH2:6][CH2:5][CH2:4][CH2:3][C@@H:2]2[C:7]([NH:9][C:10]2([C:13]3[CH:14]=[CH:15][C:16]([C:17]([O:19][CH3:20])=[O:18])=[CH:21][CH:22]=3)[CH2:12][CH2:11]2)=[O:8])=[CH:26][C:25]=1[CH3:32]. The catalyst class is: 2. (3) Reactant: Br[CH2:2][CH2:3][CH:4]([C:9]1[S:10][C:11]2[CH:18]=[C:17]([C:19]([F:22])([F:21])[F:20])[CH:16]=[CH:15][C:12]=2[C:13]=1[CH3:14])[CH2:5][CH2:6][CH2:7][CH3:8].C(=O)([O-])[O-].[Cs+].[Cs+].[OH:29][C:30]1[CH:35]=[CH:34][C:33]([CH2:36][CH2:37][C:38]([O:40][CH3:41])=[O:39])=[CH:32][C:31]=1[O:42][CH3:43]. Product: [CH3:43][O:42][C:31]1[CH:32]=[C:33]([CH2:36][CH2:37][C:38]([O:40][CH3:41])=[O:39])[CH:34]=[CH:35][C:30]=1[O:29][CH2:2][CH2:3][CH:4]([C:9]1[S:10][C:11]2[CH:18]=[C:17]([C:19]([F:22])([F:21])[F:20])[CH:16]=[CH:15][C:12]=2[C:13]=1[CH3:14])[CH2:5][CH2:6][CH2:7][CH3:8]. The catalyst class is: 23. (4) Reactant: C([O-])([O-])=O.[K+].[K+].[CH2:7]([O:9][C:10](=[O:31])[CH2:11][CH2:12][CH2:13][CH2:14][CH2:15][CH2:16][N:17]([C:24]1[CH:29]=[C:28]([OH:30])[CH:27]=[CH:26][N:25]=1)[C:18]1[CH:23]=[CH:22][CH:21]=[CH:20][N:19]=1)[CH3:8].I[CH:33]([CH3:35])[CH3:34].CCOC(C)=O. Product: [CH2:7]([O:9][C:10](=[O:31])[CH2:11][CH2:12][CH2:13][CH2:14][CH2:15][CH2:16][N:17]([C:24]1[CH:29]=[C:28]([O:30][CH:33]([CH3:35])[CH3:34])[CH:27]=[CH:26][N:25]=1)[C:18]1[CH:23]=[CH:22][CH:21]=[CH:20][N:19]=1)[CH3:8]. The catalyst class is: 163. (5) Reactant: FC(F)(F)C(O)=O.C(OC([N:15]1[C:23]2[CH:22]=[CH:21][N:20]=[CH:19][C:18]=2[CH:17]=[C:16]1[CH2:24][N:25]1[CH2:29][CH2:28][C@H:27]([NH:30][S:31]([C:34]2[S:38][C:37]([C:39]3[S:40][C:41]([Cl:44])=[CH:42][CH:43]=3)=[CH:36][CH:35]=2)(=[O:33])=[O:32])[C:26]1=[O:45])=O)(C)(C)C. Product: [O:45]=[C:26]1[C@@H:27]([NH:30][S:31]([C:34]2[S:38][C:37]([C:39]3[S:40][C:41]([Cl:44])=[CH:42][CH:43]=3)=[CH:36][CH:35]=2)(=[O:33])=[O:32])[CH2:28][CH2:29][N:25]1[CH2:24][C:16]1[NH:15][C:23]2[CH:22]=[CH:21][N:20]=[CH:19][C:18]=2[CH:17]=1. The catalyst class is: 2. (6) Reactant: [CH3:1][NH:2][CH:3]([C:7]1[CH:8]=[N:9][CH:10]=[CH:11][C:12]=1[C:13]([F:16])([F:15])[F:14])[CH:4]([CH3:6])[CH3:5].C(=O)([O-])[O-].[K+].[K+].[C:23]1([S:29](Cl)(=[O:31])=[O:30])[CH:28]=[CH:27][CH:26]=[CH:25][CH:24]=1. Product: [CH3:1][N:2]([CH:3]([C:7]1[CH:8]=[N:9][CH:10]=[CH:11][C:12]=1[C:13]([F:15])([F:14])[F:16])[CH:4]([CH3:6])[CH3:5])[S:29]([C:23]1[CH:28]=[CH:27][CH:26]=[CH:25][CH:24]=1)(=[O:31])=[O:30]. The catalyst class is: 10. (7) Reactant: C([N:8]1[CH2:14][C:13]2[N:15]=[CH:16][C:17]([N:19]([CH3:24])[CH:20]([CH3:23])[CH2:21][CH3:22])=[N:18][C:12]=2[O:11][CH2:10][CH2:9]1)C1C=CC=CC=1.C(OCC)(=O)C.[ClH:31]. Product: [ClH:31].[CH3:24][N:19]([CH:20]([CH3:23])[CH2:21][CH3:22])[C:17]1[CH:16]=[N:15][C:13]2[CH2:14][NH:8][CH2:9][CH2:10][O:11][C:12]=2[N:18]=1. The catalyst class is: 105.